From a dataset of Reaction yield outcomes from USPTO patents with 853,638 reactions. Predict the reaction yield, written as a fraction of the theoretical maximum amount of product (1.0 means a 100% yield; for example, 0.34 means a 34% yield). (1) The reactants are [Br:1][C:2]1[CH:3]=[C:4]2[C:15](=[CH:16][CH:17]=1)[O:14][C:7]1([CH2:12][CH2:11][CH:10]([OH:13])[CH2:9][CH2:8]1)[CH2:6][C:5]2=[O:18].[O-]S([O-])(=O)=O.[Ca+2].[CH3:25]I. No catalyst specified. The product is [Br:1][C:2]1[CH:3]=[C:4]2[C:15](=[CH:16][CH:17]=1)[O:14][C:7]1([CH2:8][CH2:9][CH:10]([O:13][CH3:25])[CH2:11][CH2:12]1)[CH2:6][C:5]2=[O:18]. The yield is 1.00. (2) The reactants are I[C:2]1[CH:3]=[N:4][NH:5][CH:6]=1.[H-].[Na+].[CH2:9](Br)[C:10]1[CH:15]=[CH:14][CH:13]=[CH:12][CH:11]=1. The catalyst is CN(C=O)C. The product is [CH2:9]([N:4]1[CH:3]=[CH:2][CH:6]=[N:5]1)[C:10]1[CH:15]=[CH:14][CH:13]=[CH:12][CH:11]=1. The yield is 1.00. (3) The reactants are C[C:2]1([OH:13])[C:10]2[C:5](=[CH:6][CH:7]=[CH:8][CH:9]=2)[CH:4]([CH3:11])[CH:3]1[CH3:12].CC1C2C(=CC=CC=2)C(C)=C1C. The catalyst is C1(C)C=CC(S(O)(=O)=O)=CC=1.C1(C)C=CC=CC=1. The product is [CH3:12][CH:3]1[CH:4]([CH3:11])[C:5]2[C:10](=[CH:9][CH:8]=[CH:7][CH:6]=2)[C:2]1=[O:13]. The yield is 0.450. (4) The reactants are [F:1][C:2]1[CH:3]=[CH:4][C:5]2[O:9][C:8]([CH2:10][OH:11])=[C:7]([CH2:12][O:13][CH2:14][CH2:15][O:16][CH3:17])[C:6]=2[CH:18]=1.C[N+]1([O-])CCOCC1. The catalyst is [Ru]([O-])(=O)(=O)=O.C([N+](CCC)(CCC)CCC)CC.C(#N)C. The product is [F:1][C:2]1[CH:3]=[CH:4][C:5]2[O:9][C:8]([CH:10]=[O:11])=[C:7]([CH2:12][O:13][CH2:14][CH2:15][O:16][CH3:17])[C:6]=2[CH:18]=1. The yield is 0.510. (5) The reactants are [C:1]1([CH:7]2[C:16]3[C:11]4=[C:12]([CH:18]([C:21]5[CH:26]=[CH:25][CH:24]=[CH:23][CH:22]=5)[CH2:19][CH2:20][N:10]4[CH2:9][CH2:8]2)[CH:13]=[C:14]([NH2:17])[CH:15]=3)[CH:6]=[CH:5][CH:4]=[CH:3][CH:2]=1.C(N(CC)CC)C.Cl[C:35]([O:37][CH3:38])=[O:36]. The catalyst is ClCCl. The product is [C:21]1([CH:18]2[C:12]3[C:11]4=[C:16]([CH:7]([C:1]5[CH:2]=[CH:3][CH:4]=[CH:5][CH:6]=5)[CH2:8][CH2:9][N:10]4[CH2:20][CH2:19]2)[CH:15]=[C:14]([NH:17][C:35](=[O:36])[O:37][CH3:38])[CH:13]=3)[CH:26]=[CH:25][CH:24]=[CH:23][CH:22]=1. The yield is 0.750.